Dataset: Reaction yield outcomes from USPTO patents with 853,638 reactions. Task: Predict the reaction yield, written as a fraction of the theoretical maximum amount of product (1.0 means a 100% yield; for example, 0.34 means a 34% yield). The reactants are [O:1]1[C:6]2[CH:7]=[CH:8][CH:9]=[CH:10][C:5]=2[NH:4][C:3](=[O:11])[CH2:2]1.Br[CH2:13][C@H:14]([CH3:24])[CH2:15][O:16][Si:17]([C:20]([CH3:23])([CH3:22])[CH3:21])([CH3:19])[CH3:18].C([O-])([O-])=O.[Cs+].[Cs+]. The catalyst is CN(C=O)C. The product is [Si:17]([O:16][CH2:15][C@@H:14]([CH3:24])[CH2:13][N:4]1[C:5]2[CH:10]=[CH:9][CH:8]=[CH:7][C:6]=2[O:1][CH2:2][C:3]1=[O:11])([C:20]([CH3:21])([CH3:22])[CH3:23])([CH3:18])[CH3:19]. The yield is 0.780.